Dataset: Full USPTO retrosynthesis dataset with 1.9M reactions from patents (1976-2016). Task: Predict the reactants needed to synthesize the given product. (1) Given the product [OH:5][C:6]1[CH:7]=[CH:8][C:9]2[C:21](=[O:22])[C:20]3[C:19]4[CH:18]=[CH:17][N:16]=[CH:15][C:14]=4[O:13][C:12]=3[C:11]([CH3:23])([CH3:24])[C:10]=2[CH:25]=1, predict the reactants needed to synthesize it. The reactants are: C(Cl)Cl.C[O:5][C:6]1[CH:7]=[CH:8][C:9]2[C:21](=[O:22])[C:20]3[C:19]4[CH:18]=[CH:17][N:16]=[CH:15][C:14]=4[O:13][C:12]=3[C:11]([CH3:24])([CH3:23])[C:10]=2[CH:25]=1.B(Br)(Br)Br.C(=O)(O)[O-].[Na+]. (2) Given the product [Cl:1][C:2]1[C:3]2[N:11]=[CH:10][C:9]([O:12][CH2:13][C:14]3[N:18]=[C:17]([CH3:16])[O:21][C:20]=3[CH3:19])=[CH:8][C:4]=2[N:5]=[CH:6][N:7]=1, predict the reactants needed to synthesize it. The reactants are: [Cl:1][C:2]1[C:3]2[N:11]=[CH:10][C:9]([O:12][CH2:13][C:14]3O[CH:16]=[CH:17][N:18]=3)=[CH:8][C:4]=2[N:5]=[CH:6][N:7]=1.[CH3:19][C:20]1[O:21]C(C)=C(COC2C=NC3C(=O)NC=NC=3C=2)N=1. (3) Given the product [CH3:1][NH:2][C:3]([C:5]1[C:13]2[CH:12]=[C:11]3[C:36](=[CH2:37])[CH2:35][N:22]([S:23]([C:26]4[CH:31]=[CH:30][CH:29]=[CH:28][C:27]=4[N+:32]([O-:34])=[O:33])(=[O:25])=[O:24])[CH2:21][CH2:20][N:15]([S:16]([CH3:19])(=[O:18])=[O:17])[C:10]3=[N:9][C:8]=2[O:7][C:6]=1[C:38]1[CH:43]=[CH:42][C:41]([F:44])=[CH:40][CH:39]=1)=[O:4], predict the reactants needed to synthesize it. The reactants are: [CH3:1][NH:2][C:3]([C:5]1[C:13]2[C:8](=[N:9][C:10]([N:15]([CH2:20][CH2:21][N:22]([CH2:35][CH:36]=[CH2:37])[S:23]([C:26]3[CH:31]=[CH:30][CH:29]=[CH:28][C:27]=3[N+:32]([O-:34])=[O:33])(=[O:25])=[O:24])[S:16]([CH3:19])(=[O:18])=[O:17])=[C:11](I)[CH:12]=2)[O:7][C:6]=1[C:38]1[CH:43]=[CH:42][C:41]([F:44])=[CH:40][CH:39]=1)=[O:4].C1(P(C2C=CC=CC=2)CCCP(C2C=CC=CC=2)C2C=CC=CC=2)C=CC=CC=1.C(=O)([O-])[O-].[K+].[K+]. (4) Given the product [C:30]([O:34][C:35](=[O:36])[NH:37][CH2:38][C:39]([N:25]1[CH2:26][CH2:27][CH:23]([N:6]2[C:5]3[CH:28]=[CH:29][C:2]([Cl:1])=[CH:3][C:4]=3[N:8]=[C:7]2[CH2:9][N:10]2[C:14]3=[CH:15][N:16]=[CH:17][CH:18]=[C:13]3[C:12]([S:19]([CH3:22])(=[O:20])=[O:21])=[N:11]2)[CH2:24]1)=[O:40])([CH3:33])([CH3:31])[CH3:32], predict the reactants needed to synthesize it. The reactants are: [Cl:1][C:2]1[CH:29]=[CH:28][C:5]2[N:6]([CH:23]3[CH2:27][CH2:26][NH:25][CH2:24]3)[C:7]([CH2:9][N:10]3[C:14]4=[CH:15][N:16]=[CH:17][CH:18]=[C:13]4[C:12]([S:19]([CH3:22])(=[O:21])=[O:20])=[N:11]3)=[N:8][C:4]=2[CH:3]=1.[C:30]([O:34][C:35]([NH:37][CH2:38][C:39](O)=[O:40])=[O:36])([CH3:33])([CH3:32])[CH3:31].C(OC(=O)C)(=O)C. (5) Given the product [S:1]([Li:3])[Li:2].[P:4]12([S:6][P:7]3([S:9][P:10]([S:13][P:14]([S:17]3)([S:16]1)=[S:15])(=[S:11])[S:12]2)=[S:8])=[S:5].[Li+:2].[Br-:18], predict the reactants needed to synthesize it. The reactants are: [S-2:1].[Li+:2].[Li+:3].[P:4]12([S:16][P:14]3([S:17][P:7]([S:9][P:10]([S:13]3)([S:12]1)=[S:11])(=[S:8])[S:6]2)=[S:15])=[S:5].[Br-:18].[Li+]. (6) The reactants are: [C:1]([O:5][C:6]([N:8]1[CH2:13][CH2:12][O:11][CH2:10][CH:9]1[C:14]([OH:16])=O)=[O:7])([CH3:4])([CH3:3])[CH3:2].[N:17]1C=CC=CC=1. Given the product [NH2:17][C:14]([CH:9]1[CH2:10][O:11][CH2:12][CH2:13][N:8]1[C:6]([O:5][C:1]([CH3:4])([CH3:3])[CH3:2])=[O:7])=[O:16], predict the reactants needed to synthesize it. (7) Given the product [Cl:14][CH2:15][CH2:16][C:17]([NH:1][C:2]1[CH:7]=[CH:6][CH:5]=[CH:4][CH:3]=1)=[O:18], predict the reactants needed to synthesize it. The reactants are: [NH2:1][C:2]1[CH:7]=[CH:6][CH:5]=[CH:4][CH:3]=1.C(=O)([O-])[O-].[K+].[K+].[Cl:14][CH2:15][CH2:16][C:17](Cl)=[O:18]. (8) Given the product [Cl:1][C:2]1[S:6][C:5]2[C:7]3([O:20][CH2:21][C:22]([F:23])([F:24])[C:4]=2[CH:3]=1)[CH2:12][CH2:11][N:10]([CH2:13][C:14]1[C:15]([CH3:19])=[N:16][N:17]([C:26]2[C:31]([C:32]4[CH:36]=[CH:35][O:34][N:33]=4)=[CH:30][CH:29]=[CH:28][N:27]=2)[CH:18]=1)[CH2:9][CH2:8]3, predict the reactants needed to synthesize it. The reactants are: [Cl:1][C:2]1[S:6][C:5]2[C:7]3([O:20][CH2:21][C:22]([F:24])([F:23])[C:4]=2[CH:3]=1)[CH2:12][CH2:11][N:10]([CH2:13][C:14]1[C:15]([CH3:19])=[N:16][NH:17][CH:18]=1)[CH2:9][CH2:8]3.Br[C:26]1[C:31]([C:32]2[CH:36]=[CH:35][O:34][N:33]=2)=[CH:30][CH:29]=[CH:28][N:27]=1. (9) The reactants are: [ClH:1].C(OC([NH:9][CH2:10][CH2:11][N:12]([CH3:19])[CH2:13][C:14]([O:16][CH2:17][CH3:18])=[O:15])=O)(C)(C)C. Given the product [ClH:1].[ClH:1].[NH2:9][CH2:10][CH2:11][N:12]([CH3:19])[CH2:13][C:14]([O:16][CH2:17][CH3:18])=[O:15], predict the reactants needed to synthesize it.